Dataset: Reaction yield outcomes from USPTO patents with 853,638 reactions. Task: Predict the reaction yield, written as a fraction of the theoretical maximum amount of product (1.0 means a 100% yield; for example, 0.34 means a 34% yield). (1) The product is [OH:35][C@@H:32]1[C@H:29]2[N:30]([C:9]([O:11][C:12]([CH3:13])([CH3:14])[CH3:15])=[O:10])[CH2:31][C@@H:27]([O:26][S:23]([C:20]3[CH:21]=[CH:22][C:17]([CH3:16])=[CH:18][CH:19]=3)(=[O:25])=[O:24])[C@H:28]2[O:34][CH2:33]1. The yield is 0.810. The catalyst is C(OCC)(=O)C. The reactants are [C:9](O[C:9]([O:11][C:12]([CH3:15])([CH3:14])[CH3:13])=[O:10])([O:11][C:12]([CH3:15])([CH3:14])[CH3:13])=[O:10].[CH3:16][C:17]1[CH:22]=[CH:21][C:20]([S:23]([O:26][C@@H:27]2[CH2:31][NH:30][C@@H:29]3[C@@H:32]([OH:35])[CH2:33][O:34][C@H:28]23)(=[O:25])=[O:24])=[CH:19][CH:18]=1. (2) The reactants are [C:1]([S:5]([N:7]=[C:8]1[CH2:11][CH:10]([NH:12][C:13](=[O:19])[O:14][C:15]([CH3:18])([CH3:17])[CH3:16])[CH2:9]1)=[O:6])([CH3:4])([CH3:3])[CH3:2].[CH3:20][Al](C)C.[Li]C. The catalyst is C1(C)C=CC=CC=1. The product is [CH3:2][C:1]([CH3:4])([S:5]([NH:7][C:8]1([CH3:20])[CH2:11][CH:10]([NH:12][C:13](=[O:19])[O:14][C:15]([CH3:18])([CH3:17])[CH3:16])[CH2:9]1)=[O:6])[CH3:3]. The yield is 0.530. (3) The reactants are [CH3:1][N:2]1[CH2:6][CH2:5][CH2:4][CH:3]1[CH2:7][O:8][C:9]1[CH:10]=[C:11]2[C:16](=[CH:17][CH:18]=1)[CH:15]=[C:14]([C:19]1[C:27]3[C:22](=[CH:23][CH:24]=[C:25]([C:28]([NH2:30])=[O:29])[CH:26]=3)[N:21](C3CCCCO3)[N:20]=1)[CH:13]=[CH:12]2. The catalyst is CO. The product is [CH3:1][N:2]1[CH2:6][CH2:5][CH2:4][CH:3]1[CH2:7][O:8][C:9]1[CH:10]=[C:11]2[C:16](=[CH:17][CH:18]=1)[CH:15]=[C:14]([C:19]1[C:27]3[C:22](=[CH:23][CH:24]=[C:25]([C:28]([NH2:30])=[O:29])[CH:26]=3)[NH:21][N:20]=1)[CH:13]=[CH:12]2. The yield is 1.00. (4) The reactants are [F:1][C:2]1[CH:7]=[CH:6][C:5]([CH2:8][C:9]([OH:11])=O)=[CH:4][CH:3]=1.CN(C)C=O.S(Cl)([Cl:19])=O. The catalyst is C1(C)C=CC=CC=1. The product is [F:1][C:2]1[CH:7]=[CH:6][C:5]([CH2:8][C:9]([Cl:19])=[O:11])=[CH:4][CH:3]=1. The yield is 0.895.